From a dataset of Full USPTO retrosynthesis dataset with 1.9M reactions from patents (1976-2016). Predict the reactants needed to synthesize the given product. (1) Given the product [Cl:21][C:17]1[CH:16]=[C:15]([S:12]([NH:11][C:9]2[CH:8]=[C:7]([CH3:22])[N:6]=[C:5]3[S:4][C:3]([CH3:23])=[C:2]([C:32]4[CH:33]=[N:34][NH:35][CH:36]=4)[C:10]=23)(=[O:14])=[O:13])[CH:20]=[CH:19][CH:18]=1, predict the reactants needed to synthesize it. The reactants are: Br[C:2]1[C:10]2[C:5](=[N:6][C:7]([CH3:22])=[CH:8][C:9]=2[NH:11][S:12]([C:15]2[CH:20]=[CH:19][CH:18]=[C:17]([Cl:21])[CH:16]=2)(=[O:14])=[O:13])[S:4][C:3]=1[CH3:23].CC1(C)C(C)(C)OB([C:32]2[CH:33]=[N:34][N:35](C(OC(C)(C)C)=O)[CH:36]=2)O1.C(=O)([O-])[O-].[K+].[K+]. (2) Given the product [Cl:1][C:2]1[CH:3]=[CH:4][C:5]2[C:15](=[C:16]3[CH2:21][CH2:20][N:19]([C:22]([CH:24]([C:31]4[CH:32]=[CH:33][CH:34]=[CH:35][CH:36]=4)[CH2:25][S:40][C:38](=[O:41])[CH3:39])=[O:23])[CH2:18][CH2:17]3)[C:10]3=[N:11][CH:12]=[CH:13][CH:14]=[C:9]3[CH2:8][CH2:7][C:6]=2[CH:37]=1, predict the reactants needed to synthesize it. The reactants are: [Cl:1][C:2]1[CH:3]=[CH:4][C:5]2[C:15](=[C:16]3[CH2:21][CH2:20][N:19]([C:22]([CH:24]([C:31]4[CH:36]=[CH:35][CH:34]=[CH:33][CH:32]=4)[CH2:25]OS(C)(=O)=O)=[O:23])[CH2:18][CH2:17]3)[C:10]3=[N:11][CH:12]=[CH:13][CH:14]=[C:9]3[CH2:8][CH2:7][C:6]=2[CH:37]=1.[C:38]([O-:41])(=[S:40])[CH3:39].[Cs+]. (3) The reactants are: C[O:2][C:3](=[O:24])[C:4]1[CH:9]=[CH:8][C:7]([CH2:10][N:11]2[C:15]3=[N:16][C:17]([CH3:21])=[CH:18][C:19]([CH3:20])=[C:14]3[N:13]=[C:12]2[CH2:22][CH3:23])=[CH:6][CH:5]=1.[Li+].[OH-]. Given the product [CH2:22]([C:12]1[N:11]([CH2:10][C:7]2[CH:6]=[CH:5][C:4]([C:3]([OH:24])=[O:2])=[CH:9][CH:8]=2)[C:15]2=[N:16][C:17]([CH3:21])=[CH:18][C:19]([CH3:20])=[C:14]2[N:13]=1)[CH3:23], predict the reactants needed to synthesize it. (4) The reactants are: [F:1][C:2]1[CH:14]=[CH:13][C:5]([NH:6][C:7]2[CH:12]=[CH:11][CH:10]=[CH:9][N:8]=2)=[C:4]([NH2:15])[CH:3]=1.[CH3:16][O:17][C:18]1[CH:28]=[CH:27][C:21](/[CH:22]=[CH:23]/[C:24]([Cl:26])=O)=[CH:20][CH:19]=1.N1C=CC=CC=1N1C2C=CC=CC=2N=C1/C=C/C1C=CC=CC=1.Cl. Given the product [ClH:26].[F:1][C:2]1[CH:14]=[CH:13][C:5]2[N:6]([C:7]3[CH:12]=[CH:11][CH:10]=[CH:9][N:8]=3)[C:24](/[CH:23]=[CH:22]/[C:21]3[CH:20]=[CH:19][C:18]([O:17][CH3:16])=[CH:28][CH:27]=3)=[N:15][C:4]=2[CH:3]=1, predict the reactants needed to synthesize it. (5) The reactants are: [Cl:1][C:2]1[CH:6]=[CH:5][S:4][C:3]=1[C:7]1[O:11][N:10]=[C:9]([NH2:12])[N:8]=1.C(N[C:16]([C:18]1S[CH:20]=[CH:21][C:22]=1[Cl:23])=O)#N.Cl.NO.O.N1C=CC=[CH:30][CH:29]=1. Given the product [Cl:23][C:22]1[CH:21]=[CH:20][C:29]([CH:30]=[N:12][C:9]2[N:8]=[C:7]([C:3]3[S:4][CH:5]=[CH:6][C:2]=3[Cl:1])[O:11][N:10]=2)=[CH:16][CH:18]=1, predict the reactants needed to synthesize it. (6) Given the product [CH3:1][O:2][C:3](=[O:18])[C:4]([O:7][C:8]1[CH:13]=[C:12]([O:14][CH3:15])[C:11]([O:16][CH2:25][C:24]2[N:20]([CH3:19])[N:21]=[C:22]([C:27]3[CH:28]=[CH:29][C:30]([O:33][C:34]([F:36])([F:35])[F:37])=[CH:31][CH:32]=3)[CH:23]=2)=[CH:10][C:9]=1[CH3:17])([CH3:6])[CH3:5], predict the reactants needed to synthesize it. The reactants are: [CH3:1][O:2][C:3](=[O:18])[C:4]([O:7][C:8]1[CH:13]=[C:12]([O:14][CH3:15])[C:11]([OH:16])=[CH:10][C:9]=1[CH3:17])([CH3:6])[CH3:5].[CH3:19][N:20]1[C:24]([CH2:25]O)=[CH:23][C:22]([C:27]2[CH:32]=[CH:31][C:30]([O:33][C:34]([F:37])([F:36])[F:35])=[CH:29][CH:28]=2)=[N:21]1.CN(C)C(N=NC(N(C)C)=O)=O.C(P(CCCC)CCCC)CCC. (7) Given the product [CH3:1][C:2]1[CH:3]=[C:4]([CH:8]=[C:9](/[CH:11]=[CH:12]/[C:13]2[CH:18]=[CH:17][CH:16]=[CH:15][CH:14]=2)[N:10]=1)[C:5]([N:33]=[N+:34]=[N-:35])=[O:6], predict the reactants needed to synthesize it. The reactants are: [CH3:1][C:2]1[CH:3]=[C:4]([CH:8]=[C:9](/[CH:11]=[CH:12]/[C:13]2[CH:18]=[CH:17][CH:16]=[CH:15][CH:14]=2)[N:10]=1)[C:5](O)=[O:6].C1C=CC(P([N:33]=[N+:34]=[N-:35])(C2C=CC=CC=2)=O)=CC=1.